This data is from Full USPTO retrosynthesis dataset with 1.9M reactions from patents (1976-2016). The task is: Predict the reactants needed to synthesize the given product. (1) Given the product [CH3:30][C:26]1[CH:25]=[C:24]([CH:29]=[CH:28][CH:27]=1)[NH:1][C:2]1[CH:14]=[C:13]([CH2:15][CH2:16][C:17]2[CH:18]=[CH:19][CH:20]=[CH:21][CH:22]=2)[CH:12]=[CH:11][C:3]=1[C:4]([O:6][C:7]([CH3:10])([CH3:9])[CH3:8])=[O:5], predict the reactants needed to synthesize it. The reactants are: [NH2:1][C:2]1[CH:14]=[C:13]([CH2:15][CH2:16][C:17]2[CH:22]=[CH:21][CH:20]=[CH:19][CH:18]=2)[CH:12]=[CH:11][C:3]=1[C:4]([O:6][C:7]([CH3:10])([CH3:9])[CH3:8])=[O:5].Br[C:24]1[CH:25]=[C:26]([CH3:30])[CH:27]=[CH:28][CH:29]=1.C(=O)([O-])[O-].[Cs+].[Cs+].C1(P(C2CCCCC2)C2C=CC=CC=2C2C(C(C)C)=CC(C(C)C)=CC=2C(C)C)CCCCC1. (2) Given the product [CH:49]1[C:48](/[CH:47]=[CH:46]/[CH:44]=[CH:43]/[C:41]([N:16]2[CH2:17][CH2:19][CH2:20][CH2:21][CH2:22]2)=[O:42])=[CH:56][C:53]2[O:54][CH2:55][O:52][C:51]=2[CH:50]=1, predict the reactants needed to synthesize it. The reactants are: OC1[C@@H]([C@@H](O)CO)OC(=O)C=1O.[Se].C1S[CH:17]([C@H:19](O)[C@H:20](O)[C@H:21](O)[CH2:22]O)[NH:16][C@@H]1C(O)=O.COC1C(O)=CC=C(/C=C/[C:41]([CH2:43][C:44](/[CH:46]=[CH:47]/[C:48]2[CH:56]=[C:53]([O:54][CH3:55])[C:51]([OH:52])=[CH:50][CH:49]=2)=O)=[O:42])C=1.C1(C=CC2C=CC(O)=CC=2)C=C(O)C=C(O)C=1.C1C(CCCCC(O)=O)SSC1.